This data is from Forward reaction prediction with 1.9M reactions from USPTO patents (1976-2016). The task is: Predict the product of the given reaction. (1) The product is: [CH:1]([C:4]1[CH:9]=[CH:8][C:7]([CH:10]2[C:14]3[C:15]([CH3:29])=[C:16]([NH:21][C:22](=[O:28])[CH2:23][C:24]([CH3:25])([CH3:27])[CH3:26])[C:17]([CH3:20])=[C:18]([CH3:19])[C:13]=3[O:12][CH2:11]2)=[CH:6][C:5]=1[O:30][CH3:31])([CH3:3])[CH3:2]. Given the reactants [C:1]([C:4]1[CH:9]=[CH:8][C:7]([CH:10]2[C:14]3[C:15]([CH3:29])=[C:16]([NH:21][C:22](=[O:28])[CH2:23][C:24]([CH3:27])([CH3:26])[CH3:25])[C:17]([CH3:20])=[C:18]([CH3:19])[C:13]=3[O:12][CH2:11]2)=[CH:6][C:5]=1[O:30][CH3:31])([CH3:3])=[CH2:2], predict the reaction product. (2) Given the reactants [Br:1][CH:2]1[CH:7]([Br:8])[CH2:6][CH:5]([OH:9])[CH:4]([OH:10])[CH2:3]1.CO[C:13](OC)([CH3:15])[CH3:14].C1(C)C=CC(S(O)(=O)=O)=CC=1, predict the reaction product. The product is: [Br:1][CH:2]1[CH:7]([Br:8])[CH2:6][CH:5]2[O:9][C:13]([CH3:15])([CH3:14])[O:10][CH:4]2[CH2:3]1. (3) Given the reactants IC.[CH3:3][C:4]1[CH:5]=[C:6]([OH:13])[C:7](=[CH:11][CH:12]=1)[C:8]([OH:10])=[O:9].[C:14](=O)([O-])[O-].[Li+].[Li+], predict the reaction product. The product is: [OH:13][C:6]1[CH:5]=[C:4]([CH3:3])[CH:12]=[CH:11][C:7]=1[C:8]([O:10][CH3:14])=[O:9]. (4) The product is: [F:45][C:46]1[CH:51]=[CH:50][C:49]([C:52]#[C:53][C:2]2[CH:7]=[CH:6][C:5]([C:8]3([OH:19])[CH2:13][CH2:12][CH2:11][CH2:10][CH:9]3[N:14]3[CH:18]=[N:17][CH:16]=[N:15]3)=[CH:4][CH:3]=2)=[CH:48][CH:47]=1. Given the reactants Br[C:2]1[CH:7]=[CH:6][C:5]([C:8]2([OH:19])[CH2:13][CH2:12][CH2:11][CH2:10][CH:9]2[N:14]2[CH:18]=[N:17][CH:16]=[N:15]2)=[CH:4][CH:3]=1.C1(P(C2C=CC=CC=2)C2C=CC=CC=2)C=CC=CC=1.N1CCCCC1.[F:45][C:46]1[CH:51]=[CH:50][C:49]([C:52]#[CH:53])=[CH:48][CH:47]=1, predict the reaction product. (5) Given the reactants [NH2:1][C:2]1[N:7]=[CH:6][N:5]=[C:4]2[N:8]([CH2:32][CH2:33][N:34]([CH3:36])[CH3:35])[N:9]=[C:10]([C:11]3[CH:16]=[CH:15][C:14]([NH:17][C:18]([C:20]4[N:21]([CH3:29])[C:22]5[C:27]([CH:28]=4)=[CH:26][CH:25]=[CH:24][CH:23]=5)=[O:19])=[C:13]([O:30][CH3:31])[CH:12]=3)[C:3]=12.[C:37]([OH:44])(=[O:43])/[CH:38]=[CH:39]\[C:40]([OH:42])=[O:41], predict the reaction product. The product is: [C:37]([OH:44])(=[O:43])/[CH:38]=[CH:39]\[C:40]([OH:42])=[O:41].[NH2:1][C:2]1[N:7]=[CH:6][N:5]=[C:4]2[N:8]([CH2:32][CH2:33][N:34]([CH3:35])[CH3:36])[N:9]=[C:10]([C:11]3[CH:16]=[CH:15][C:14]([NH:17][C:18]([C:20]4[N:21]([CH3:29])[C:22]5[C:27]([CH:28]=4)=[CH:26][CH:25]=[CH:24][CH:23]=5)=[O:19])=[C:13]([O:30][CH3:31])[CH:12]=3)[C:3]=12. (6) Given the reactants CS([C:4]1[S:5][C:6]2[CH:12]=[C:11]([O:13][C:14]3[CH:19]=[CH:18][N:17]=[C:16]([C:20]([O:22][C:23]([CH3:26])([CH3:25])[CH3:24])=[O:21])[CH:15]=3)[CH:10]=[CH:9][C:7]=2[N:8]=1)=O.[C@@H:27]1(N)[CH2:32][CH2:31][CH2:30][CH2:29][C@H:28]1[NH2:33].CCN(C(C)C)C(C)C.CN1C(=[O:50])CCC1, predict the reaction product. The product is: [OH:50][C@@H:27]1[CH2:32][CH2:31][CH2:30][CH2:29][C@H:28]1[NH:33][C:4]1[S:5][C:6]2[CH:12]=[C:11]([O:13][C:14]3[CH:19]=[CH:18][N:17]=[C:16]([C:20]([O:22][C:23]([CH3:25])([CH3:26])[CH3:24])=[O:21])[CH:15]=3)[CH:10]=[CH:9][C:7]=2[N:8]=1. (7) Given the reactants [NH2:1][C:2]1[CH:7]=[CH:6][C:5]([O:8][CH3:9])=[CH:4][C:3]=1[NH2:10].C(N(CC)CC)C.C1C=[CH:20][C:21](=[O:34])[C:22]2C=1C(C(Cl)=O)=C1C=2C=CC=C1, predict the reaction product. The product is: [CH:2]([O:34][CH:21]([CH3:20])[CH3:22])([CH3:7])[CH3:3].[NH2:10][C:3]1[CH:4]=[C:5]([O:8][CH3:9])[CH:6]=[CH:7][C:2]=1[NH-:1].